This data is from Forward reaction prediction with 1.9M reactions from USPTO patents (1976-2016). The task is: Predict the product of the given reaction. (1) Given the reactants C([O:3][C:4]([C:6]1[CH:10]=[CH:9][N:8]([CH2:11][CH2:12][F:13])[N:7]=1)=[O:5])C.[Li+].[OH-], predict the reaction product. The product is: [F:13][CH2:12][CH2:11][N:8]1[CH:9]=[CH:10][C:6]([C:4]([OH:5])=[O:3])=[N:7]1. (2) Given the reactants [NH2:1][C:2]1[N:6]([CH3:7])[N:5]=[C:4]([O:8][CH2:9][CH2:10][OH:11])[C:3]=1[C:12]1[CH:20]=[CH:19][C:15]2[O:16][CH2:17][O:18][C:14]=2[CH:13]=1.[H-].[Na+].[Cl:23][C:24]1[CH:25]=[N:26][C:27](S(C)(=O)=O)=[N:28][CH:29]=1.[Cl-].[NH4+], predict the reaction product. The product is: [O:16]1[C:15]2[CH:19]=[CH:20][C:12]([C:3]3[C:4]([O:8][CH2:9][CH2:10][O:11][C:27]4[N:28]=[CH:29][C:24]([Cl:23])=[CH:25][N:26]=4)=[N:5][N:6]([CH3:7])[C:2]=3[NH2:1])=[CH:13][C:14]=2[O:18][CH2:17]1. (3) Given the reactants C1C2C(COC(=O)[NH:17][C:18]3([C:22](=[O:47])[NH:23][C@@H:24]([C:26]4[C:31]([F:32])=[CH:30][C:29]([C:33]5[CH:38]=[C:37]([Cl:39])[CH:36]=[C:35]([F:40])[C:34]=5[C:41]5[N:45]=[C:44]([CH3:46])[O:43][N:42]=5)=[CH:28][N:27]=4)[CH3:25])[CH2:21][O:20][CH2:19]3)C3C(=CC=CC=3)C=2C=CC=1.N1CCCCC1, predict the reaction product. The product is: [Cl:39][C:37]1[CH:36]=[C:35]([F:40])[C:34]([C:41]2[N:45]=[C:44]([CH3:46])[O:43][N:42]=2)=[C:33]([C:29]2[CH:30]=[C:31]([F:32])[C:26]([C@H:24]([NH:23][C:22]([C:18]3([NH2:17])[CH2:21][O:20][CH2:19]3)=[O:47])[CH3:25])=[N:27][CH:28]=2)[CH:38]=1.